Dataset: Catalyst prediction with 721,799 reactions and 888 catalyst types from USPTO. Task: Predict which catalyst facilitates the given reaction. (1) Reactant: [F:1][C:2]1[CH:17]=[CH:16][C:5]([O:6][C:7]2[CH:8]=[C:9]([CH:13]=[CH:14][CH:15]=2)/[CH:10]=[N:11]/O)=[CH:4][CH:3]=1.N. Product: [F:1][C:2]1[CH:17]=[CH:16][C:5]([O:6][C:7]2[CH:8]=[C:9]([CH2:10][NH2:11])[CH:13]=[CH:14][CH:15]=2)=[CH:4][CH:3]=1. The catalyst class is: 171. (2) Reactant: [Cl:1][C:2]1[CH:3]=[C:4]([N:9]2[C:13]([C:14]3[CH:15]=[CH:16][C:17]4[N:18]([N:20]=[CH:21][N:22]=4)[CH:19]=3)=[C:12]([CH3:23])[NH:11][C:10]2=[O:24])[CH:5]=[CH:6][C:7]=1[F:8].CC(C)([O-])C.[K+].[C:31](Cl)(=[O:38])[C:32]1[CH:37]=[CH:36][CH:35]=[CH:34][CH:33]=1. Product: [N:22]1[CH:21]=[N:20][N:18]2[CH:19]=[C:14]([C:13]3[N:9]([C:4]4[CH:5]=[CH:6][C:7]([F:8])=[C:2]([Cl:1])[CH:3]=4)[C:10](=[O:24])[N:11]([C:31](=[O:38])[C:32]4[CH:37]=[CH:36][CH:35]=[CH:34][CH:33]=4)[C:12]=3[CH3:23])[CH:15]=[CH:16][C:17]=12. The catalyst class is: 9. (3) Reactant: [Br:1][C:2]1[CH:3]=[C:4]([CH:7]=[C:8]([N+:11]([O-:13])=[O:12])[C:9]=1[OH:10])[CH:5]=[O:6].[CH3:14][O:15][C:16]1[CH:17]=[C:18]([CH:21]=[CH:22][CH:23]=1)[CH2:19]O.C1(P(C2C=CC=CC=2)C2C=CC=CC=2)C=CC=CC=1.N(C(OCC)=O)=NC(OCC)=O. Product: [Br:1][C:2]1[CH:3]=[C:4]([CH:7]=[C:8]([N+:11]([O-:13])=[O:12])[C:9]=1[O:10][CH2:19][C:18]1[CH:21]=[CH:22][CH:23]=[C:16]([O:15][CH3:14])[CH:17]=1)[CH:5]=[O:6]. The catalyst class is: 4. (4) Reactant: [Si]([O:18][C@@H:19]1[CH2:35][C:34]2[C@@:22]([CH3:48])([CH:23]3[CH:31]([CH2:32][CH:33]=2)[CH:30]2[C@@:26]([CH3:47])([C@@H:27]([N:36]4[CH:40]=[C:39]([C:41]5[CH:46]=[CH:45][CH:44]=[CH:43][CH:42]=5)[N:38]=[N:37]4)[CH2:28][CH2:29]2)[CH2:25][CH2:24]3)[CH2:21][CH2:20]1)(C(C)(C)C)(C1C=CC=CC=1)C1C=CC=CC=1. Product: [CH3:48][C@:22]12[CH2:21][CH2:20][C@H:19]([OH:18])[CH2:35][C:34]1=[CH:33][CH2:32][CH:31]1[CH:23]2[CH2:24][CH2:25][C@@:26]2([CH3:47])[CH:30]1[CH2:29][CH2:28][C@@H:27]2[N:36]1[CH:40]=[C:39]([C:41]2[CH:42]=[CH:43][CH:44]=[CH:45][CH:46]=2)[N:38]=[N:37]1. The catalyst class is: 209. (5) Reactant: C(N(C(C)C)CC)(C)C.Cl[C:11]([O:13][CH2:14][C:15]1[CH:20]=[CH:19][CH:18]=[CH:17][CH:16]=1)=[O:12].[NH2:21][C:22]1[CH:31]=[CH:30][C:25]2[C:26](=[O:29])[CH2:27][O:28][C:24]=2[CH:23]=1. Product: [CH2:14]([O:13][C:11](=[O:12])[NH:21][C:22]1[CH:31]=[CH:30][C:25]2[C:26](=[O:29])[CH2:27][O:28][C:24]=2[CH:23]=1)[C:15]1[CH:20]=[CH:19][CH:18]=[CH:17][CH:16]=1. The catalyst class is: 1. (6) Reactant: C[N:2](C)/[CH:3]=[C:4](/[N:7]1[CH:11]=[C:10]([C:12]2[N:13]=[CH:14][S:15][CH:16]=2)[N:9]=[CH:8]1)\[C:5]#[N:6].O.[NH2:19]N.Cl. Product: [S:15]1[CH:16]=[C:12]([C:10]2[N:9]=[CH:8][N:7]([C:4]3[CH:3]=[N:2][NH:6][C:5]=3[NH2:19])[CH:11]=2)[N:13]=[CH:14]1. The catalyst class is: 40. (7) Reactant: [F:1][C:2]1[CH:3]=[C:4]([CH:9]=[CH:10][C:11]=1[N+:12]([O-])=O)[C:5]([O:7][CH3:8])=[O:6].CO. Product: [NH2:12][C:11]1[CH:10]=[CH:9][C:4]([C:5]([O:7][CH3:8])=[O:6])=[CH:3][C:2]=1[F:1]. The catalyst class is: 78. (8) Reactant: [C:1]([NH:4][CH2:5][CH2:6][C:7]1[CH:12]=[C:11]([F:13])[CH:10]=[CH:9][C:8]=1[C:14]1[O:18][N:17]=[C:16]([C@@H:19]2[C@:24]([C:26]3[CH:31]=[CH:30][C:29]([F:32])=[C:28]([F:33])[CH:27]=3)([OH:25])[CH2:23][CH2:22][N:21](C(OC(C)(C)C)=O)[CH2:20]2)[C:15]=1[Br:41])(=[O:3])[CH3:2].Cl.O1CCOCC1. Product: [Br:41][C:15]1[C:16]([C@@H:19]2[C@:24]([C:26]3[CH:31]=[CH:30][C:29]([F:32])=[C:28]([F:33])[CH:27]=3)([OH:25])[CH2:23][CH2:22][NH:21][CH2:20]2)=[N:17][O:18][C:14]=1[C:8]1[CH:9]=[CH:10][C:11]([F:13])=[CH:12][C:7]=1[CH2:6][CH2:5][NH:4][C:1](=[O:3])[CH3:2]. The catalyst class is: 4. (9) Reactant: [O:1]1[CH2:6][CH2:5][N:4]([C:7]2[C:8]3[N:9]([C:13]([C:28]4[CH:29]=[CH:30][C:31]([C:34]#[N:35])=[N:32][CH:33]=4)=[C:14]([C:16]#[C:17][C:18]4[CH:27]=[CH:26][C:25]5[C:20](=[CH:21][CH:22]=[CH:23][CH:24]=5)[N:19]=4)[N:15]=3)[N:10]=[CH:11][CH:12]=2)[CH2:3][CH2:2]1.Cl.[NH2:37][OH:38].C(=O)([O-])[O-].[Na+].[Na+]. Product: [OH:38][NH:37][C:34](=[NH:35])[C:31]1[CH:30]=[CH:29][C:28]([C:13]2[N:9]3[N:10]=[CH:11][CH:12]=[C:7]([N:4]4[CH2:3][CH2:2][O:1][CH2:6][CH2:5]4)[C:8]3=[N:15][C:14]=2[C:16]#[C:17][C:18]2[CH:27]=[CH:26][C:25]3[C:20](=[CH:21][CH:22]=[CH:23][CH:24]=3)[N:19]=2)=[CH:33][N:32]=1. The catalyst class is: 8. (10) The catalyst class is: 3. Product: [Br:22][CH2:23][CH2:24][CH2:25][CH2:26][N:10]1[CH:11]=[C:7]([C:1]2[CH:2]=[CH:3][CH:4]=[CH:5][CH:6]=2)[N:8]=[C:9]1[CH:12]=[O:13]. Reactant: [C:1]1([C:7]2[N:8]=[C:9]([CH:12]=[O:13])[NH:10][CH:11]=2)[CH:6]=[CH:5][CH:4]=[CH:3][CH:2]=1.C(=O)([O-])[O-].[K+].[K+].[I-].[K+].[Br:22][CH2:23][CH2:24][CH2:25][CH2:26]Br.